This data is from Reaction yield outcomes from USPTO patents with 853,638 reactions. The task is: Predict the reaction yield, written as a fraction of the theoretical maximum amount of product (1.0 means a 100% yield; for example, 0.34 means a 34% yield). The reactants are [CH2:1]([O:8][NH2:9])[C:2]1[CH:7]=[CH:6][CH:5]=[CH:4][CH:3]=1.[CH3:10][N:11]1[C:16](=[O:17])[N:15]2[CH:18]=[N:19][C:20]([C:21](Cl)=[O:22])=[C:14]2[N:13]=[N:12]1. The catalyst is C1COCC1.O. The product is [CH2:1]([O:8][NH:9][C:21]([C:20]1[N:19]=[CH:18][N:15]2[C:16](=[O:17])[N:11]([CH3:10])[N:12]=[N:13][C:14]=12)=[O:22])[C:2]1[CH:7]=[CH:6][CH:5]=[CH:4][CH:3]=1. The yield is 0.630.